This data is from Reaction yield outcomes from USPTO patents with 853,638 reactions. The task is: Predict the reaction yield, written as a fraction of the theoretical maximum amount of product (1.0 means a 100% yield; for example, 0.34 means a 34% yield). (1) The reactants are Br[C:2]1[CH:10]=[CH:9][C:8]([CH3:11])=[CH:7][C:3]=1[C:4]([OH:6])=[O:5].[C:12]([C:15]1[CH:16]=[C:17](B(O)O)[CH:18]=[CH:19][CH:20]=1)([OH:14])=[O:13].C([O-])([O-])=O.[Na+].[Na+]. The catalyst is COCCOC.O.C1C=CC([P]([Pd]([P](C2C=CC=CC=2)(C2C=CC=CC=2)C2C=CC=CC=2)([P](C2C=CC=CC=2)(C2C=CC=CC=2)C2C=CC=CC=2)[P](C2C=CC=CC=2)(C2C=CC=CC=2)C2C=CC=CC=2)(C2C=CC=CC=2)C2C=CC=CC=2)=CC=1.CCOC(C)=O. The product is [CH3:11][C:8]1[CH:7]=[C:3]([C:4]([OH:6])=[O:5])[C:2]([C:19]2[CH:18]=[CH:17][CH:16]=[C:15]([C:12]([OH:14])=[O:13])[CH:20]=2)=[CH:10][CH:9]=1. The yield is 0.370. (2) The reactants are [NH:1]1[C:9]2[C:4](=[CH:5][CH:6]=[CH:7][CH:8]=2)[CH2:3][C:2]1=[O:10].[N+:11]([O-])([OH:13])=[O:12]. The catalyst is S(=O)(=O)(O)O. The product is [N+:11]([C:6]1[CH:5]=[C:4]2[C:9](=[CH:8][CH:7]=1)[NH:1][C:2](=[O:10])[CH2:3]2)([O-:13])=[O:12]. The yield is 0.700. (3) The product is [Br:21][C:18]1[CH:19]=[CH:20][C:15]([NH:14][C:13]2[C:5]([CH2:3][OH:2])=[CH:6][C:7]3[NH:11][CH:10]=[N:9][C:8]=3[C:12]=2[F:23])=[C:16]([Cl:22])[CH:17]=1. The reactants are C[O:2][C:3]([C:5]1[C:13]([NH:14][C:15]2[CH:20]=[CH:19][C:18]([Br:21])=[CH:17][C:16]=2[Cl:22])=[C:12]([F:23])[C:8]2[N:9]=[CH:10][NH:11][C:7]=2[CH:6]=1)=O.[H-].[Al+3].[Li+].[H-].[H-].[H-]. The yield is 1.00. The catalyst is O1CCCC1. (4) The reactants are [F:1][C:2]([F:41])([F:40])[C:3]1[CH:4]=[C:5]([C:13]2[CH:18]=[CH:17][C:16](/[C:19](/[CH3:39])=[CH:20]/[CH2:21][O:22][C:23]3[CH:28]=[CH:27][C:26]([CH2:29][C@H:30]([O:36][CH2:37][CH3:38])[C:31]([O:33]CC)=[O:32])=[CH:25][CH:24]=3)=[CH:15][CH:14]=2)[CH:6]=[C:7]([C:9]([F:12])([F:11])[F:10])[CH:8]=1.[OH-].[Na+]. No catalyst specified. The product is [F:1][C:2]([F:40])([F:41])[C:3]1[CH:4]=[C:5]([C:13]2[CH:14]=[CH:15][C:16](/[C:19](/[CH3:39])=[CH:20]/[CH2:21][O:22][C:23]3[CH:28]=[CH:27][C:26]([CH2:29][C@H:30]([O:36][CH2:37][CH3:38])[C:31]([OH:33])=[O:32])=[CH:25][CH:24]=3)=[CH:17][CH:18]=2)[CH:6]=[C:7]([C:9]([F:10])([F:12])[F:11])[CH:8]=1. The yield is 0.900. (5) The yield is 0.860. The reactants are [Cl:1][C:2]1[CH:11]=[C:10]([CH3:12])[C:9]2[CH:8]=[C:7]3[O:13][C:14]([CH3:19])([CH3:18])[C@@H:15]4[O:17][C@@H:16]4[C:6]3=[CH:5][C:4]=2[N:3]=1.O.[NH3:21]. The product is [NH2:21][C@H:16]1[C:6]2[C:7](=[CH:8][C:9]3[C:10]([CH3:12])=[CH:11][C:2]([Cl:1])=[N:3][C:4]=3[CH:5]=2)[O:13][C:14]([CH3:19])([CH3:18])[C@@H:15]1[OH:17]. The catalyst is C(O)C. (6) The reactants are [CH3:1][Si:2]([C:5]#[CH:6])([CH3:4])[CH3:3].[CH2:7]([Li])[CH2:8][CH2:9][CH3:10].C1[C:29]2[C:28]3[C:27](=O)[C:26]4[C:25]5[CH:31]=[CH:32][CH:33]=[CH:34][C:24]=5[CH:23]=[CH:22][C:21]=4[C:20](=O)[C:19]=3[CH:18]=[CH:17][C:16]=2C=CC=1.[Sn](Cl)Cl. The catalyst is O1CCCC1.Cl.O. The product is [CH3:1][Si:2]([CH3:4])([CH3:3])[C:5]1[C:33]2[CH:34]=[CH:24][C:25]3[CH:31]=[CH:32][CH:20]=[C:21]([C:22]#[CH:23])[C:26]=3[C:27]=2[C:28]([Si:2]([CH3:4])([CH3:3])[CH3:1])=[C:29]2[C:6]=1[CH:10]=[CH:9][C:8]1[CH:7]=[CH:19][CH:18]=[CH:17][C:16]=12. The yield is 0.490. (7) The reactants are [NH2:1][C@H:2]([CH3:18])[CH2:3][N:4]1[CH:8]=[CH:7][C:6]([C:9]2[CH:16]=[CH:15][C:12]([C:13]#[N:14])=[C:11]([Cl:17])[CH:10]=2)=[N:5]1.[CH3:19][O:20][C:21]1[S:25][C:24]([C:26](O)=[O:27])=[N:23][CH:22]=1. No catalyst specified. The product is [Cl:17][C:11]1[CH:10]=[C:9]([C:6]2[CH:7]=[CH:8][N:4]([CH2:3][C@H:2]([NH:1][C:26]([C:24]3[S:25][C:21]([O:20][CH3:19])=[CH:22][N:23]=3)=[O:27])[CH3:18])[N:5]=2)[CH:16]=[CH:15][C:12]=1[C:13]#[N:14]. The yield is 0.0900. (8) The yield is 0.460. The catalyst is O1CCCC1. The product is [CH3:30][N:31]([CH3:35])[C:32]([N:27]1[CH2:28][CH2:29][C:22]2([S:21][C:20]([C:17]3[NH:18][C:19]4[C:15]([CH:16]=3)=[CH:14][CH:13]=[CH:12][C:11]=4[N:2]([CH3:1])[S:3]([C:6]3[S:7][CH:8]=[CH:9][CH:10]=3)(=[O:4])=[O:5])=[N:24][CH2:23]2)[CH2:25][CH2:26]1)=[O:33]. The reactants are [CH3:1][N:2]([C:11]1[CH:12]=[CH:13][CH:14]=[C:15]2[C:19]=1[NH:18][C:17]([C:20]1[S:21][C:22]3([CH2:29][CH2:28][NH:27][CH2:26][CH2:25]3)[CH2:23][N:24]=1)=[CH:16]2)[S:3]([C:6]1[S:7][CH:8]=[CH:9][CH:10]=1)(=[O:5])=[O:4].[CH3:30][N:31]([CH3:35])[C:32](Cl)=[O:33].C(N(CC)CC)C.O.